This data is from Catalyst prediction with 721,799 reactions and 888 catalyst types from USPTO. The task is: Predict which catalyst facilitates the given reaction. Reactant: C([O:8][C:9]1[CH:10]=[N:11][C:12]([NH:15][C:16]2[CH:21]=[CH:20][C:19]([C@H:22]3[O:27][CH2:26][CH2:25][N:24]([C:28]([O:30][C:31]([CH3:34])([CH3:33])[CH3:32])=[O:29])[CH2:23]3)=[CH:18][CH:17]=2)=[N:13][CH:14]=1)C1C=CC=CC=1.CO. Product: [OH:8][C:9]1[CH:14]=[N:13][C:12]([NH:15][C:16]2[CH:17]=[CH:18][C:19]([C@H:22]3[O:27][CH2:26][CH2:25][N:24]([C:28]([O:30][C:31]([CH3:34])([CH3:33])[CH3:32])=[O:29])[CH2:23]3)=[CH:20][CH:21]=2)=[N:11][CH:10]=1. The catalyst class is: 1.